Dataset: Reaction yield outcomes from USPTO patents with 853,638 reactions. Task: Predict the reaction yield, written as a fraction of the theoretical maximum amount of product (1.0 means a 100% yield; for example, 0.34 means a 34% yield). (1) The reactants are [F:1][C:2]([F:11])([F:10])[C:3]1[CH:4]=[C:5]([OH:9])[CH:6]=[CH:7][CH:8]=1.[Li].CC(C)([O-])C.[O-]C1C=CC=CC=1.[Li+].Br[CH:27]([C:40]1[CH:45]=[CH:44][C:43]([Cl:46])=[CH:42][CH:41]=1)[C:28]([O:30][C@@H](C)C(=O)N1CCCC1)=[O:29].OO.[Li+].[OH-]. The catalyst is C1COCC1.O. The product is [Cl:46][C:43]1[CH:42]=[CH:41][C:40]([C@@H:27]([O:9][C:5]2[CH:6]=[CH:7][CH:8]=[C:3]([C:2]([F:10])([F:11])[F:1])[CH:4]=2)[C:28]([OH:30])=[O:29])=[CH:45][CH:44]=1. The yield is 0.510. (2) The reactants are [C:1]([C:5]1[CH:6]=[C:7]([NH:28][C:29]([NH:31][C@@H:32]2[C:41]3[C:36](=[CH:37][CH:38]=[CH:39][CH:40]=3)[C@H:35]([O:42][C:43]3[CH:44]=[CH:45][C:46]4[N:47]([C:49]([N:52]5[CH2:58][CH2:57][CH2:56][O:55][CH2:54][CH2:53]5)=[N:50][N:51]=4)[CH:48]=3)[CH2:34][CH2:33]2)=[O:30])[N:8]([C:10]2[CH:15]=[CH:14][C:13]([Cl:16])=[C:12]([O:17][Si](C(C)C)(C(C)C)C(C)C)[CH:11]=2)[N:9]=1)([CH3:4])([CH3:3])[CH3:2].CCCC[N+](CCCC)(CCCC)CCCC.[F-]. The catalyst is C1COCC1.O. The product is [C:1]([C:5]1[CH:6]=[C:7]([NH:28][C:29]([NH:31][C@@H:32]2[C:41]3[C:36](=[CH:37][CH:38]=[CH:39][CH:40]=3)[C@H:35]([O:42][C:43]3[CH:44]=[CH:45][C:46]4[N:47]([C:49]([N:52]5[CH2:58][CH2:57][CH2:56][O:55][CH2:54][CH2:53]5)=[N:50][N:51]=4)[CH:48]=3)[CH2:34][CH2:33]2)=[O:30])[N:8]([C:10]2[CH:15]=[CH:14][C:13]([Cl:16])=[C:12]([OH:17])[CH:11]=2)[N:9]=1)([CH3:4])([CH3:2])[CH3:3]. The yield is 0.290. (3) The reactants are [N:1]1[CH:6]=[CH:5][CH:4]=[C:3]([N:7]2[CH:11]=[C:10]([NH2:12])[CH:9]=[N:8]2)[CH:2]=1.[C:13](O[C:13]([O:15][C:16]([CH3:19])([CH3:18])[CH3:17])=[O:14])([O:15][C:16]([CH3:19])([CH3:18])[CH3:17])=[O:14].C(=O)(O)[O-].[Na+]. The catalyst is O1CCCC1.O. The product is [N:1]1[CH:6]=[CH:5][CH:4]=[C:3]([N:7]2[CH:11]=[C:10]([NH:12][C:13](=[O:14])[O:15][C:16]([CH3:19])([CH3:18])[CH3:17])[CH:9]=[N:8]2)[CH:2]=1. The yield is 0.830. (4) The reactants are [C:1]1([C@@H:7]([CH:9]2[CH2:14][CH2:13][O:12][CH2:11][CH2:10]2)O)[CH:6]=[CH:5][CH:4]=[CH:3][CH:2]=1.[Br:15][C:16]1[CH:28]=[N:27][C:26]2[C:25]3[CH:24]=[CH:23][C:22]([S:29]([CH3:31])=[O:30])=[CH:21][C:20]=3[NH:19][C:18]=2[CH:17]=1.C1(P(C2C=CC=CC=2)C2C=CC=CC=2)C=CC=CC=1.CC(OC(/N=N/C(OC(C)C)=O)=O)C. The catalyst is C(Cl)Cl.C(Cl)Cl.CO.C(Cl)Cl.CCOC(C)=O. The product is [Br:15][C:16]1[CH:28]=[N:27][C:26]2[C:25]3[CH:24]=[CH:23][C:22]([S:29]([CH3:31])=[O:30])=[CH:21][C:20]=3[N:19]([C@H:7]([C:1]3[CH:6]=[CH:5][CH:4]=[CH:3][CH:2]=3)[CH:9]3[CH2:14][CH2:13][O:12][CH2:11][CH2:10]3)[C:18]=2[CH:17]=1. The yield is 1.18.